Task: Binary Classification. Given a drug SMILES string, predict its activity (active/inactive) in a high-throughput screening assay against a specified biological target.. Dataset: Cav3 T-type calcium channel HTS with 100,875 compounds (1) The molecule is S(CC(=O)N1CCN(CC1)c1ccc(F)cc1)c1[nH]c(CCC)cc(=O)n1. The result is 0 (inactive). (2) The result is 0 (inactive). The compound is O=C(NCCc1cc(OC)c(OC)cc1)C1C(CCCC1)C(O)=O. (3) The compound is O=C(Nc1cc(c2nc3n(c2)cccc3)ccc1)c1nccnc1. The result is 0 (inactive). (4) The molecule is O1C(OCc2ccc(cc2)CO)CC(C2CC2)C=C1C(=O)N1CCN(CC1)Cc1ccccc1. The result is 0 (inactive). (5) The drug is O=C(N1CCCC1)CN1c2c(N=C(CC1=O)c1ccccc1)cc(c(c2)C)C. The result is 0 (inactive). (6) The compound is O1C(CC(Nc2c(N)cccc2)=CC1=O)C. The result is 0 (inactive). (7) The compound is Clc1c(c2nc(SCC(=O)C3(OC(=O)CC3)C)n[nH]2)cccc1. The result is 0 (inactive).